This data is from Reaction yield outcomes from USPTO patents with 853,638 reactions. The task is: Predict the reaction yield, written as a fraction of the theoretical maximum amount of product (1.0 means a 100% yield; for example, 0.34 means a 34% yield). (1) The reactants are P(Cl)(Cl)(Cl)=O.[NH:6]1[C:14]2[C:9](=[CH:10][CH:11]=[C:12]3[O:17][CH2:16][CH2:15][C:13]3=2)[CH:8]=[CH:7]1.[OH-].[Na+].O.CN(C)[C:23](=[O:25])[CH3:24]. No catalyst specified. The product is [C:23]([C:8]1[C:9]2[C:14](=[C:13]3[CH2:15][CH2:16][O:17][C:12]3=[CH:11][CH:10]=2)[NH:6][CH:7]=1)(=[O:25])[CH3:24]. The yield is 0.740. (2) The reactants are [Cl:1][C:2]1[N:10]=[CH:9][CH:8]=[CH:7][C:3]=1[C:4]([OH:6])=O.[NH2:11][C:12]1[CH:17]=[CH:16][C:15]([N:18]2[C:32]3[C:23](=[C:24]4[C:29](=[CH:30][CH:31]=3)[CH:28]=[N:27][CH:26]=[CH:25]4)[NH:22][C:21](=[O:33])[CH2:20][C:19]2=[O:34])=[CH:14][CH:13]=1. No catalyst specified. The product is [Cl:1][C:2]1[C:3]([C:4]([NH:11][C:12]2[CH:17]=[CH:16][C:15]([N:18]3[C:32]4[C:23](=[C:24]5[C:29](=[CH:30][CH:31]=4)[CH:28]=[N:27][CH:26]=[CH:25]5)[NH:22][C:21](=[O:33])[CH2:20][C:19]3=[O:34])=[CH:14][CH:13]=2)=[O:6])=[CH:7][CH:8]=[CH:9][N:10]=1. The yield is 0.850. (3) The reactants are [NH2:1][C:2]1[N:7]=[C:6]2[N:8]([CH2:11][C:12]([O:14]CC)=[O:13])[N:9]=[CH:10][C:5]2=[C:4]([C:17]2[O:18][CH:19]=[CH:20][CH:21]=2)[N:3]=1.[OH-].[Na+]. The catalyst is CO. The product is [NH2:1][C:2]1[N:7]=[C:6]2[N:8]([CH2:11][C:12]([OH:14])=[O:13])[N:9]=[CH:10][C:5]2=[C:4]([C:17]2[O:18][CH:19]=[CH:20][CH:21]=2)[N:3]=1. The yield is 0.950. (4) The reactants are [Cl:1][C:2]1[C:9]([CH3:10])=[C:8]([NH:11][C@@H:12]([C:16]2[O:17][C:18]([C:21]3[CH:26]=[CH:25][C:24]([C:27]#[N:28])=[CH:23][CH:22]=3)=[N:19][N:20]=2)[C@@H:13]([OH:15])[CH3:14])[CH:7]=[CH:6][C:3]=1[C:4]#[N:5].N1C=CC=CC=1.[C:35](Cl)(=[O:37])[CH3:36]. The catalyst is C(Cl)Cl. The product is [C:35]([O:15][C@@H:13]([CH3:14])[C@@H:12]([NH:11][C:8]1[CH:7]=[CH:6][C:3]([C:4]#[N:5])=[C:2]([Cl:1])[C:9]=1[CH3:10])[C:16]1[O:17][C:18]([C:21]2[CH:22]=[CH:23][C:24]([C:27]#[N:28])=[CH:25][CH:26]=2)=[N:19][N:20]=1)(=[O:37])[CH3:36]. The yield is 0.240. (5) The reactants are [F:1][C:2]([F:29])([F:28])[CH:3]([C:19]1[CH:24]=[C:23]([Cl:25])[C:22]([Cl:26])=[C:21]([Cl:27])[CH:20]=1)/[CH:4]=[CH:5]/[C:6]1[CH:14]=[CH:13][C:9]([C:10]([OH:12])=O)=[C:8]([C:15]([F:18])([F:17])[F:16])[CH:7]=1.S(Cl)(Cl)=O.C(=O)([O-])[O-].[Na+].[Na+].[NH2:40][C:41]1([C:44]([OH:46])=[O:45])[CH2:43][CH2:42]1. The catalyst is [Br-].C([N+](C)(C)C)CCCCCCCCCCC.ClC(Cl)C. The product is [F:29][C:2]([F:28])([F:1])[CH:3]([C:19]1[CH:24]=[C:23]([Cl:25])[C:22]([Cl:26])=[C:21]([Cl:27])[CH:20]=1)/[CH:4]=[CH:5]/[C:6]1[CH:14]=[CH:13][C:9]([C:10]([NH:40][C:41]2([C:44]([OH:46])=[O:45])[CH2:43][CH2:42]2)=[O:12])=[C:8]([C:15]([F:17])([F:18])[F:16])[CH:7]=1. The yield is 0.770. (6) The reactants are [F:1][C:2]([F:21])([F:20])[O:3][C:4]1[CH:9]=[CH:8][C:7]([C:10]2[N:14]=[C:13]([C:15](OCC)=[O:16])[O:12][N:11]=2)=[CH:6][CH:5]=1.[NH2:22][NH2:23].O. The catalyst is CCO. The product is [F:1][C:2]([F:21])([F:20])[O:3][C:4]1[CH:9]=[CH:8][C:7]([C:10]2[N:14]=[C:13]([C:15]([NH:22][NH2:23])=[O:16])[O:12][N:11]=2)=[CH:6][CH:5]=1. The yield is 0.750. (7) The reactants are [CH2:1]([O:3][C:4]1[CH:5]=[C:6]([CH:30]=[CH:31][C:32]=1[O:33][CH2:34][CH3:35])[CH2:7][C:8]1[O:12][N:11]=[C:10]([C:13]2[CH:21]=[CH:20][CH:19]=[C:18]3[C:14]=2[CH2:15][CH2:16][C@H:17]3[NH:22]C(=O)OC(C)(C)C)[N:9]=1)[CH3:2].[ClH:36]. The catalyst is O1CCOCC1. The product is [ClH:36].[CH2:1]([O:3][C:4]1[CH:5]=[C:6]([CH:30]=[CH:31][C:32]=1[O:33][CH2:34][CH3:35])[CH2:7][C:8]1[O:12][N:11]=[C:10]([C:13]2[CH:21]=[CH:20][CH:19]=[C:18]3[C:14]=2[CH2:15][CH2:16][C@H:17]3[NH2:22])[N:9]=1)[CH3:2]. The yield is 0.960. (8) The reactants are Br[C:2]1[C:7]([O:8][CH3:9])=[CH:6][C:5]([Br:10])=[CH:4][N:3]=1.[CH3:11][S-:12].[Na+].O. The catalyst is CS(C)=O. The product is [Br:10][C:5]1[CH:6]=[C:7]([O:8][CH3:9])[C:2]([S:12][CH3:11])=[N:3][CH:4]=1. The yield is 0.930. (9) The reactants are [H-].[Na+].[CH:3]1[C:14]2=[C:15]3[CH:10]([CH2:11][CH2:12][CH2:13]2)[CH2:9][CH2:8][CH2:7][C:6]3=[CH:5][C:4]=1[NH:16][C:17]1[N:22]=[CH:21][C:20]([C:23]([O:25]CC)=[O:24])=[CH:19][N:18]=1.Br[CH2:29][CH3:30].[Cl-].[NH4+]. The catalyst is CN(C)C=O. The product is [CH2:29]([N:16]([C:4]1[CH:5]=[C:6]2[C:15]3[CH:10]([CH2:9][CH2:8][CH2:7]2)[CH2:11][CH2:12][CH2:13][C:14]=3[CH:3]=1)[C:17]1[N:22]=[CH:21][C:20]([C:23]([OH:25])=[O:24])=[CH:19][N:18]=1)[CH3:30]. The yield is 0.770. (10) The reactants are C1(CO[C:9]([NH:11][C@H:12]([C:17]([NH:19][C@H:20]([CH2:24][OH:25])[CH:21]([CH3:23])[CH3:22])=[O:18])[CH2:13][CH:14]([CH3:16])[CH3:15])=[O:10])C=CC=CC=1.O.C(=O)([O-])[O-].[Na+].[Na+].[O:33]1[CH:37]=[CH:36][CH:35]=[C:34]1C(Cl)=O. The catalyst is CO.C(OCC)(=O)C.[C].[Pd]. The product is [O:33]1[CH:37]=[CH:36][CH:35]=[C:34]1[C:9]([NH:11][C@H:12]([C:17]([NH:19][C@H:20]([CH2:24][OH:25])[CH:21]([CH3:22])[CH3:23])=[O:18])[CH2:13][CH:14]([CH3:15])[CH3:16])=[O:10]. The yield is 0.860.